The task is: Predict the product of the given reaction.. This data is from Forward reaction prediction with 1.9M reactions from USPTO patents (1976-2016). (1) Given the reactants [NH:1]([CH2:3][C:4]([OH:6])=[O:5])[CH3:2].I[C:8]1[CH:9]=[C:10]([CH:13]=[CH:14][CH:15]=1)[C:11]#[N:12].C(=O)([O-])[O-].[K+].[K+].N1C=CC=CC=1, predict the reaction product. The product is: [CH3:2][N:1]([CH2:3][C:4]([OH:6])=[O:5])[C:8]1[CH:15]=[CH:14][CH:13]=[C:10]([C:11]#[N:12])[CH:9]=1. (2) The product is: [C:1]([C:5]1[C:14]2[CH:13]=[C:12](/[C:15](/[CH2:28][CH3:29])=[C:16](/[F:27])\[CH:17]=[CH:18]\[C:19](\[CH3:26])=[CH:20]\[C:21]([OH:23])=[O:22])[C:11]([O:30][CH2:31][CH3:32])=[CH:10][C:9]=2[C:8]([CH3:33])([CH3:34])[CH2:7][CH:6]=1)([CH3:4])([CH3:2])[CH3:3]. Given the reactants [C:1]([C:5]1[C:14]2[CH:13]=[C:12](/[C:15](/[CH2:28][CH3:29])=[C:16](/[F:27])\[CH:17]=[CH:18]\[C:19](\[CH3:26])=[CH:20]\[C:21]([O:23]CC)=[O:22])[C:11]([O:30][CH2:31][CH3:32])=[CH:10][C:9]=2[C:8]([CH3:34])([CH3:33])[CH2:7][CH:6]=1)([CH3:4])([CH3:3])[CH3:2].[OH-].[Na+], predict the reaction product. (3) Given the reactants [CH3:1][C:2]1[C:6]([C:7]2[CH:8]=[C:9]([C:19]([C:21]3[CH:26]=[CH:25][CH:24]=[CH:23][N:22]=3)=[O:20])[C:10]3[N:14]=[C:13](OCC)[NH:12][C:11]=3[CH:18]=2)=[C:5]([CH3:27])[O:4][N:3]=1.[CH2:28]([Mg]Br)[CH3:29].CCO.Cl.O1CCOCC1, predict the reaction product. The product is: [CH3:1][C:2]1[C:6]([C:7]2[CH:8]=[C:9]([C:19]([OH:20])([C:21]3[CH:26]=[CH:25][CH:24]=[CH:23][N:22]=3)[CH2:28][CH3:29])[C:10]3[N:14]=[CH:13][NH:12][C:11]=3[CH:18]=2)=[C:5]([CH3:27])[O:4][N:3]=1. (4) Given the reactants [H-].[Na+].[CH3:3][S:4]([C:7]1[N:12]=[C:11]2[NH:13][C:14](=[O:27])[N:15]([C:17]3[CH:22]=[C:21]([N+:23]([O-:25])=[O:24])[CH:20]=[CH:19][C:18]=3[CH3:26])[CH2:16][C:10]2=[CH:9][N:8]=1)(=[O:6])=[O:5].I[CH3:29], predict the reaction product. The product is: [CH3:3][S:4]([C:7]1[N:12]=[C:11]2[N:13]([CH3:29])[C:14](=[O:27])[N:15]([C:17]3[CH:22]=[C:21]([N+:23]([O-:25])=[O:24])[CH:20]=[CH:19][C:18]=3[CH3:26])[CH2:16][C:10]2=[CH:9][N:8]=1)(=[O:5])=[O:6]. (5) Given the reactants [CH:1]1([C:7]2[C:15]3[C:10](=[CH:11][C:12]([C:16]([O:18][CH3:19])=[O:17])=[CH:13][CH:14]=3)[N:9]([CH2:20][CH2:21][C:22]([OH:24])=O)[C:8]=2[C:25]2[CH:30]=[CH:29][CH:28]=[CH:27][C:26]=2[CH2:31][NH:32][CH2:33][CH2:34][N:35]([CH3:37])[CH3:36])[CH2:6][CH2:5][CH2:4][CH2:3][CH2:2]1.CCN(C(C)C)C(C)C.CN(C(ON1N=NC2C=CC=NC1=2)=[N+](C)C)C.F[P-](F)(F)(F)(F)F, predict the reaction product. The product is: [CH:1]1([C:7]2[C:15]3[CH:14]=[CH:13][C:12]([C:16]([O:18][CH3:19])=[O:17])=[CH:11][C:10]=3[N:9]3[CH2:20][CH2:21][C:22](=[O:24])[N:32]([CH2:33][CH2:34][N:35]([CH3:37])[CH3:36])[CH2:31][C:26]4[CH:27]=[CH:28][CH:29]=[CH:30][C:25]=4[C:8]=23)[CH2:2][CH2:3][CH2:4][CH2:5][CH2:6]1. (6) Given the reactants S(Cl)(Cl)=O.[F:5][C:6]1[C:7]([C:13]([OH:15])=[O:14])=[N:8][CH:9]=[C:10]([F:12])[CH:11]=1.[CH3:16]O, predict the reaction product. The product is: [F:5][C:6]1[C:7]([C:13]([O:15][CH3:16])=[O:14])=[N:8][CH:9]=[C:10]([F:12])[CH:11]=1. (7) Given the reactants [C:1]1([C:21]2[CH:26]=[CH:25][CH:24]=[CH:23][CH:22]=2)[CH:6]=[CH:5][C:4]([C:7]([NH:9][C@H:10]2[CH2:15][CH2:14][CH2:13][CH2:12][C@H:11]2[C:16]([O:18]CC)=[O:17])=[O:8])=[CH:3][CH:2]=1.[OH-].[Li+], predict the reaction product. The product is: [C:1]1([C:21]2[CH:22]=[CH:23][CH:24]=[CH:25][CH:26]=2)[CH:2]=[CH:3][C:4]([C:7]([NH:9][C@H:10]2[CH2:15][CH2:14][CH2:13][CH2:12][C@H:11]2[C:16]([OH:18])=[O:17])=[O:8])=[CH:5][CH:6]=1.